From a dataset of Forward reaction prediction with 1.9M reactions from USPTO patents (1976-2016). Predict the product of the given reaction. Given the reactants I[CH2:2][CH2:3][CH2:4][CH2:5][C:6]1[CH:11]=[CH:10][C:9]([O:12][CH2:13][C:14]2[CH:19]=[CH:18][CH:17]=[CH:16][CH:15]=2)=[CH:8][CH:7]=1.[OH:20][CH2:21][CH2:22][C:23]1[NH:24][CH:25]=[CH:26][N:27]=1.C(=O)([O-])[O-].[K+].[K+], predict the reaction product. The product is: [CH2:13]([O:12][C:9]1[CH:10]=[CH:11][C:6]([CH2:5][CH2:4][CH2:3][CH2:2][N:24]2[CH:25]=[CH:26][N:27]=[C:23]2[CH2:22][CH2:21][OH:20])=[CH:7][CH:8]=1)[C:14]1[CH:19]=[CH:18][CH:17]=[CH:16][CH:15]=1.